From a dataset of Full USPTO retrosynthesis dataset with 1.9M reactions from patents (1976-2016). Predict the reactants needed to synthesize the given product. (1) Given the product [NH:36]1[CH2:35][CH2:34][N:37]=[C:19]1[CH2:18][CH2:17][CH2:16][C:13]1[CH:12]=[CH:11][C:10]([N:5]2[C:4](=[S:21])[N:3]([C:22]3[CH:29]=[CH:28][C:25]([C:26]#[N:27])=[C:24]([C:30]([F:33])([F:32])[F:31])[CH:23]=3)[C:2](=[O:1])[C:6]32[CH2:7][CH2:8][CH2:9]3)=[CH:15][CH:14]=1, predict the reactants needed to synthesize it. The reactants are: [O:1]=[C:2]1[C:6]2([CH2:9][CH2:8][CH2:7]2)[N:5]([C:10]2[CH:15]=[CH:14][C:13]([CH2:16][CH2:17][CH2:18][CH:19]=O)=[CH:12][CH:11]=2)[C:4](=[S:21])[N:3]1[C:22]1[CH:29]=[CH:28][C:25]([C:26]#[N:27])=[C:24]([C:30]([F:33])([F:32])[F:31])[CH:23]=1.[CH2:34]([NH2:37])[CH2:35][NH2:36].BrN1C(=O)CCC1=O. (2) Given the product [CH3:23][C:24]1[O:22][CH2:21][C:2]([CH2:3][OH:4])([CH2:5][CH2:6][C:7]2[CH:8]=[CH:9][C:10]([CH2:13][CH2:14][CH2:15][CH2:16][CH2:17][CH2:18][CH2:19][CH3:20])=[CH:11][CH:12]=2)[N:1]=1, predict the reactants needed to synthesize it. The reactants are: [NH2:1][C:2]([CH2:21][OH:22])([CH2:5][CH2:6][C:7]1[CH:12]=[CH:11][C:10]([CH2:13][CH2:14][CH2:15][CH2:16][CH2:17][CH2:18][CH2:19][CH3:20])=[CH:9][CH:8]=1)[CH2:3][OH:4].[CH2:23](C(CC)(CC)C([O-])([O-])[O-])[CH3:24].CCN(C(C)C)C(C)C. (3) Given the product [ClH:3].[CH3:5][C@H:6]1[CH2:11][CH2:10][C@H:9]([NH2:12])[CH2:8][CH2:7]1, predict the reactants needed to synthesize it. The reactants are: S(Cl)([Cl:3])=O.[CH3:5][C@H:6]1[CH2:11][CH2:10][C@H:9]([NH:12]C(C2C=NC3C(C=2Cl)=C(F)C=C(F)C=3)=O)[CH2:8][CH2:7]1. (4) The reactants are: [CH:1]1([N:7]([C:18](=[O:24])[C:19]([O:21]CC)=[O:20])[C:8]2[CH:17]=[CH:16][CH:15]=[CH:14][C:9]=2[C:10]([O:12]C)=[O:11])[CH2:6][CH2:5][CH2:4][CH2:3][CH2:2]1.C(O)C.O. Given the product [C:19]([C:18]([N:7]([CH:1]1[CH2:6][CH2:5][CH2:4][CH2:3][CH2:2]1)[C:8]1[CH:17]=[CH:16][CH:15]=[CH:14][C:9]=1[C:10]([OH:12])=[O:11])=[O:24])([OH:21])=[O:20], predict the reactants needed to synthesize it. (5) The reactants are: [Br:1][C:2]1[CH:7]=[CH:6][C:5]([N:8]2[C:12](=[O:13])[NH:11][N:10]=[C:9]2[CH2:14][C@@H:15]2[CH2:19][CH2:18][N:17]([C:20](OC(C)(C)C)=[O:21])[CH2:16]2)=[C:4]([F:27])[CH:3]=1.Cl.O1CCOCC1.C(N(CC)[CH:39]([CH3:41])[CH3:40])(C)C.C1(C(Cl)=O)CC1. Given the product [Br:1][C:2]1[CH:7]=[CH:6][C:5]([N:8]2[C:9]([CH2:14][C@@H:15]3[CH2:19][CH2:18][N:17]([C:20]([CH:39]4[CH2:41][CH2:40]4)=[O:21])[CH2:16]3)=[N:10][NH:11][C:12]2=[O:13])=[C:4]([F:27])[CH:3]=1, predict the reactants needed to synthesize it. (6) Given the product [Cl:1][C:2]1[S:6][N:5]=[C:4]([O:7][CH2:19][O:20][CH3:21])[CH:3]=1, predict the reactants needed to synthesize it. The reactants are: [Cl:1][C:2]1[S:6][N:5]=[C:4]([OH:7])[CH:3]=1.N12CCCN=C1CCCCC2.[CH3:19][O:20][CH2:21]Cl.O.